This data is from Full USPTO retrosynthesis dataset with 1.9M reactions from patents (1976-2016). The task is: Predict the reactants needed to synthesize the given product. (1) Given the product [O:1]1[C:6]2[CH:7]=[CH:8][C:9]([S:11][C:12]3[CH:17]=[CH:16][C:15]([C:18]4[CH:19]=[CH:20][N:21]=[C:22]([N:34]5[CH2:41][CH2:40][CH2:39][CH:35]5[C:36]([OH:38])=[O:37])[CH:23]=4)=[CH:14][C:13]=3[C:24]([F:25])([F:26])[F:27])=[CH:10][C:5]=2[O:4][CH2:3][CH2:2]1, predict the reactants needed to synthesize it. The reactants are: [O:1]1[C:6]2[CH:7]=[CH:8][C:9]([S:11][C:12]3[CH:17]=[CH:16][C:15]([C:18]4[CH:23]=[CH:22][N:21]=[CH:20][CH:19]=4)=[CH:14][C:13]=3[C:24]([F:27])([F:26])[F:25])=[CH:10][C:5]=2[O:4][CH2:3][CH2:2]1.OC1CCNC1.[NH:34]1[CH2:41][CH2:40][CH2:39][C@@H:35]1[C:36]([OH:38])=[O:37]. (2) Given the product [ClH:3].[CH2:9]([C@@H:7]1[NH:8][C:23]([CH3:25])([CH3:22])[N:2]([CH3:1])[C:6]1=[O:16])[C:10]1[CH:11]=[CH:12][CH:13]=[CH:14][CH:15]=1, predict the reactants needed to synthesize it. The reactants are: [CH3:1][NH2:2].[ClH:3].CO[C:6](=[O:16])[C@H:7]([CH2:9][C:10]1[CH:15]=[CH:14][CH:13]=[CH:12][CH:11]=1)[NH2:8].C([O-])(O)=O.[Na+].[CH3:22][C:23]([CH3:25])=O.CC1C=CC(S(O)(=O)=O)=CC=1. (3) Given the product [Br:1][C:2]1[CH:3]=[N:4][C:5]2[N:6]([N:8]=[C:9]([C:11]([N:25]3[CH2:24][CH:23]=[C:22]([C:19]4[CH:20]=[CH:21][C:16]([C:15]([F:14])([F:28])[F:29])=[CH:17][CH:18]=4)[CH2:27][CH2:26]3)=[O:13])[CH:10]=2)[CH:7]=1, predict the reactants needed to synthesize it. The reactants are: [Br:1][C:2]1[CH:3]=[N:4][C:5]2[N:6]([N:8]=[C:9]([C:11]([OH:13])=O)[CH:10]=2)[CH:7]=1.[F:14][C:15]([F:29])([F:28])[C:16]1[CH:21]=[CH:20][C:19]([C:22]2[CH2:23][CH2:24][NH:25][CH2:26][CH:27]=2)=[CH:18][CH:17]=1. (4) The reactants are: O[C:2]([CH3:11])([CH3:10])[CH2:3][C@H:4]1[CH2:8][O:7][C:6](=[O:9])[NH:5]1.C(N(S(F)(F)[F:18])CC)C.C([O-])(O)=O.[Na+]. Given the product [F:18][C:2]([CH3:11])([CH3:10])[CH2:3][C@H:4]1[CH2:8][O:7][C:6](=[O:9])[NH:5]1, predict the reactants needed to synthesize it.